Dataset: Reaction yield outcomes from USPTO patents with 853,638 reactions. Task: Predict the reaction yield, written as a fraction of the theoretical maximum amount of product (1.0 means a 100% yield; for example, 0.34 means a 34% yield). (1) The reactants are [F:1][C:2]1[CH:7]=[CH:6][C:5]([C:8]2[C:12]([C:13](O)=[O:14])=[CH:11][O:10][N:9]=2)=[CH:4][CH:3]=1.C(N(CC)CC)C.C(OC(Cl)=O)C.[BH4-].[Na+]. The catalyst is C1COCC1.O.[OH-].[Na+]. The product is [F:1][C:2]1[CH:3]=[CH:4][C:5]([C:8]2[C:12]([CH2:13][OH:14])=[CH:11][O:10][N:9]=2)=[CH:6][CH:7]=1. The yield is 0.540. (2) The reactants are Cl[C:2]1[C:7]([CH2:8][C:9]([O:11][CH3:12])=[O:10])=[C:6]([Cl:13])[N:5]=[C:4]([CH2:14][C:15]2[CH:20]=[CH:19][C:18]([N+:21]([O-:23])=[O:22])=[CH:17][CH:16]=2)[N:3]=1.[CH:24]([N:27](CC)[CH:28](C)C)(C)C.Cl.CNC. The catalyst is CN(C=O)C. The yield is 0.990. The product is [Cl:13][C:6]1[C:7]([CH2:8][C:9]([O:11][CH3:12])=[O:10])=[C:2]([N:27]([CH3:28])[CH3:24])[N:3]=[C:4]([CH2:14][C:15]2[CH:20]=[CH:19][C:18]([N+:21]([O-:23])=[O:22])=[CH:17][CH:16]=2)[N:5]=1. (3) The reactants are Br[C:2]1[CH:3]=[CH:4][C:5](=[O:11])[N:6]([CH2:8][C:9]#[N:10])[CH:7]=1.C([O-])(=O)C.[K+].[B:17]1([B:17]2[O:21][C:20]([CH3:23])([CH3:22])[C:19]([CH3:25])([CH3:24])[O:18]2)[O:21][C:20]([CH3:23])([CH3:22])[C:19]([CH3:25])([CH3:24])[O:18]1. The catalyst is CN(C)C=O.C1C=CC(P(C2C=CC=CC=2)[C-]2C=CC=C2)=CC=1.C1C=CC(P(C2C=CC=CC=2)[C-]2C=CC=C2)=CC=1.Cl[Pd]Cl.[Fe+2]. The product is [O:11]=[C:5]1[CH:4]=[CH:3][C:2]([B:17]2[O:21][C:20]([CH3:23])([CH3:22])[C:19]([CH3:25])([CH3:24])[O:18]2)=[CH:7][N:6]1[CH2:8][C:9]#[N:10]. The yield is 0.320.